This data is from Reaction yield outcomes from USPTO patents with 853,638 reactions. The task is: Predict the reaction yield, written as a fraction of the theoretical maximum amount of product (1.0 means a 100% yield; for example, 0.34 means a 34% yield). The reactants are [CH2:1]([O:8][CH2:9][C:10]1[CH:15]=[N+:14]([O-])[C:13]([CH3:17])=[C:12]2[O:18][C:19]([CH3:23])([CH3:22])[O:20][CH2:21][C:11]=12)[C:2]1[CH:7]=[CH:6][CH:5]=[CH:4][CH:3]=1.C(OC(Cl)=O)C(C)C.[F:32][C:33]1[CH:38]=[CH:37][C:36]([Mg]Br)=[CH:35][CH:34]=1. The catalyst is O1CCCC1.C(OCC)C. The product is [CH2:1]([O:8][CH2:9][C:10]1[C:15]([C:36]2[CH:37]=[CH:38][C:33]([F:32])=[CH:34][CH:35]=2)=[N:14][C:13]([CH3:17])=[C:12]2[O:18][C:19]([CH3:23])([CH3:22])[O:20][CH2:21][C:11]=12)[C:2]1[CH:7]=[CH:6][CH:5]=[CH:4][CH:3]=1. The yield is 0.270.